This data is from Full USPTO retrosynthesis dataset with 1.9M reactions from patents (1976-2016). The task is: Predict the reactants needed to synthesize the given product. (1) Given the product [ClH:11].[OH:4][CH2:3][CH2:2][N:27]1[CH2:28][CH2:29][CH:24]([NH:23][C:21]2[CH:20]=[CH:19][CH:18]=[C:17]3[C:22]=2[C:13]([CH3:12])=[CH:14][N:15]=[CH:16]3)[CH2:25][CH2:26]1, predict the reactants needed to synthesize it. The reactants are: Br[CH2:2][CH2:3][O:4]C1CCCCO1.[ClH:11].[CH3:12][C:13]1[C:22]2[C:17](=[CH:18][CH:19]=[CH:20][C:21]=2[NH:23][CH:24]2[CH2:29][CH2:28][NH:27][CH2:26][CH2:25]2)[CH:16]=[N:15][CH:14]=1. (2) Given the product [I:19][C:20]1[CH:21]=[C:22]([NH:23][C:15](=[O:17])[CH2:14][C:9]2[NH:10][C:11](=[O:13])[CH:12]=[C:7]([N:1]3[CH2:2][CH2:3][O:4][CH2:5][CH2:6]3)[N:8]=2)[CH:24]=[CH:25][CH:26]=1, predict the reactants needed to synthesize it. The reactants are: [N:1]1([C:7]2[N:8]=[C:9]([CH2:14][C:15]([O-:17])=O)[NH:10][C:11](=[O:13])[CH:12]=2)[CH2:6][CH2:5][O:4][CH2:3][CH2:2]1.[Na+].[I:19][C:20]1[CH:21]=[C:22]([CH:24]=[CH:25][CH:26]=1)[NH2:23]. (3) Given the product [N:28]1([CH2:2][CH2:3][O:4][C:5]2[C:10]([CH3:11])=[CH:9][C:8]([C:12]3[NH:21][C:20](=[O:22])[C:19]4[C:14](=[CH:15][C:16]([O:25][CH3:26])=[CH:17][C:18]=4[O:23][CH3:24])[N:13]=3)=[CH:7][C:6]=2[CH3:27])[CH:32]=[CH:31][N:30]=[CH:29]1, predict the reactants needed to synthesize it. The reactants are: Br[CH2:2][CH2:3][O:4][C:5]1[C:10]([CH3:11])=[CH:9][C:8]([C:12]2[NH:21][C:20](=[O:22])[C:19]3[C:14](=[CH:15][C:16]([O:25][CH3:26])=[CH:17][C:18]=3[O:23][CH3:24])[N:13]=2)=[CH:7][C:6]=1[CH3:27].[NH:28]1[CH:32]=[CH:31][N:30]=[CH:29]1.C([O-])([O-])=O.[Cs+].[Cs+]. (4) The reactants are: [Br:1]Br.[CH3:3][N:4]1[C:11](=[O:12])[CH2:10][CH2:9][NH:8][C:7]2[N:13]=[CH:14][CH:15]=[CH:16][C:6]=2[CH2:5]1.C(OCC)C. Given the product [Br:1][C:15]1[CH:14]=[N:13][C:7]2[NH:8][CH2:9][CH2:10][C:11](=[O:12])[N:4]([CH3:3])[CH2:5][C:6]=2[CH:16]=1, predict the reactants needed to synthesize it. (5) The reactants are: [C:1]1([S:7]([N:10]2[CH2:35][CH:14]3[CH2:15][CH2:16][CH2:17][CH2:18][CH:19]([NH:22][C:23]([C:25]4[C:34]5[C:29](=[CH:30][CH:31]=[CH:32][CH:33]=5)[CH:28]=[CH:27][N:26]=4)=[O:24])[C:20](=[O:21])[N:13]3[CH:12]([C:36]([NH:38][CH:39]([CH2:54][C:55]([O:57]C(C)(C)C)=[O:56])[C:40](=[O:53])[CH2:41][O:42][C:43](=[O:52])[C:44]3[C:49]([CH3:50])=[CH:48][CH:47]=[CH:46][C:45]=3[CH3:51])=[O:37])[CH2:11]2)(=[O:9])=[O:8])[CH:6]=[CH:5][CH:4]=[CH:3][CH:2]=1.FC(F)(F)C(O)=O. Given the product [C:1]1([S:7]([N:10]2[CH2:35][CH:14]3[CH2:15][CH2:16][CH2:17][CH2:18][CH:19]([NH:22][C:23]([C:25]4[C:34]5[C:29](=[CH:30][CH:31]=[CH:32][CH:33]=5)[CH:28]=[CH:27][N:26]=4)=[O:24])[C:20](=[O:21])[N:13]3[CH:12]([C:36]([NH:38][CH:39]([CH2:54][C:55]([OH:57])=[O:56])[C:40](=[O:53])[CH2:41][O:42][C:43](=[O:52])[C:44]3[C:45]([CH3:51])=[CH:46][CH:47]=[CH:48][C:49]=3[CH3:50])=[O:37])[CH2:11]2)(=[O:9])=[O:8])[CH:6]=[CH:5][CH:4]=[CH:3][CH:2]=1, predict the reactants needed to synthesize it. (6) Given the product [CH3:34][NH:35][C:7]1[CH:2]=[CH:3][C:4]([CH3:9])=[C:5]([B:11]2[O:15][C:14]([CH3:17])([CH3:16])[C:13]([CH3:19])([CH3:18])[O:12]2)[CH:6]=1, predict the reactants needed to synthesize it. The reactants are: Br[C:2]1[CH:3]=[C:4]([CH2:9]N)[CH:5]=[CH:6][C:7]=1C.[B:11]1([B:11]2[O:15][C:14]([CH3:17])([CH3:16])[C:13]([CH3:19])([CH3:18])[O:12]2)[O:15][C:14]([CH3:17])([CH3:16])[C:13]([CH3:19])([CH3:18])[O:12]1.C([O-])(=O)C.[K+].[CH3:34][N:35](C)C=O. (7) Given the product [C:1]([O:5][C:6]([N:8]([CH2:25][C:26]([O:28][C:29]([CH3:32])([CH3:31])[CH3:30])=[O:27])[C:9]1[CH:14]=[CH:13][CH:12]=[C:11]([CH:15]([CH2:44][C:43]2[CH:46]=[CH:47][C:40]([C:34]([CH3:33])([CH3:39])[CH2:35][CH2:36][CH2:37][CH3:38])=[CH:41][CH:42]=2)[NH:16][S:17]([C:20]2[S:21][CH:22]=[CH:23][CH:24]=2)(=[O:19])=[O:18])[N:10]=1)=[O:7])([CH3:4])([CH3:3])[CH3:2], predict the reactants needed to synthesize it. The reactants are: [C:1]([O:5][C:6]([N:8]([CH2:25][C:26]([O:28][C:29]([CH3:32])([CH3:31])[CH3:30])=[O:27])[C:9]1[CH:14]=[CH:13][CH:12]=[C:11]([CH2:15][NH:16][S:17]([C:20]2[S:21][CH:22]=[CH:23][CH:24]=2)(=[O:19])=[O:18])[N:10]=1)=[O:7])([CH3:4])([CH3:3])[CH3:2].[CH3:33][C:34]([C:40]1[CH:47]=[CH:46][C:43]([CH2:44]O)=[CH:42][CH:41]=1)([CH3:39])[CH2:35][CH2:36][CH2:37][CH3:38].C(P(CCCC)CCCC)CCC.CN(C)C(N=NC(N(C)C)=O)=O.